Dataset: Full USPTO retrosynthesis dataset with 1.9M reactions from patents (1976-2016). Task: Predict the reactants needed to synthesize the given product. Given the product [C:31]([O:30][C:28]([NH:24][C:25]1[CH:26]=[CH:27][C:19]([C:15]2([C:13]([O:12][CH2:10][CH3:11])=[O:14])[CH2:16][CH2:17][CH2:18]2)=[CH:20][C:21]=1[C:22](=[O:36])[C:23]([N:2]1[CH2:3][C:4]2[C:9](=[CH:8][CH:7]=[CH:6][CH:5]=2)[CH2:1]1)=[O:35])=[O:29])([CH3:33])([CH3:32])[CH3:34], predict the reactants needed to synthesize it. The reactants are: [CH2:1]1[C:9]2[C:4](=[CH:5][CH:6]=[CH:7][CH:8]=2)[CH2:3][NH:2]1.[CH2:10]([O:12][C:13]([C:15]1([C:19]2[CH:20]=[C:21]3[C:25](=[CH:26][CH:27]=2)[N:24]([C:28]([O:30][C:31]([CH3:34])([CH3:33])[CH3:32])=[O:29])[C:23](=[O:35])[C:22]3=[O:36])[CH2:18][CH2:17][CH2:16]1)=[O:14])[CH3:11].